This data is from Reaction yield outcomes from USPTO patents with 853,638 reactions. The task is: Predict the reaction yield, written as a fraction of the theoretical maximum amount of product (1.0 means a 100% yield; for example, 0.34 means a 34% yield). (1) The reactants are FC(F)(F)S(O[C:7]1[CH2:16][CH2:15][C:10]2([O:14][CH2:13][CH2:12][O:11]2)[CH2:9][CH:8]=1)(=O)=O.[B:19]1([B:19]2[O:23][C:22]([CH3:25])([CH3:24])[C:21]([CH3:27])([CH3:26])[O:20]2)[O:23][C:22]([CH3:25])([CH3:24])[C:21]([CH3:27])([CH3:26])[O:20]1.C(Cl)Cl.C([O-])(=O)C.[K+]. The catalyst is O1CCOCC1.C1C=CC(P(C2C=CC=CC=2)[C-]2C=CC=C2)=CC=1.C1C=CC(P(C2C=CC=CC=2)[C-]2C=CC=C2)=CC=1.Cl[Pd]Cl.[Fe+2].C1(P(C2C=CC=CC=2)[C-]2C=CC=C2)C=CC=CC=1.[C-]1(P(C2C=CC=CC=2)C2C=CC=CC=2)C=CC=C1.[Fe+2]. The product is [CH3:26][C:21]1([CH3:27])[C:22]([CH3:25])([CH3:24])[O:23][B:19]([C:7]2[CH2:16][CH2:15][C:10]3([O:14][CH2:13][CH2:12][O:11]3)[CH2:9][CH:8]=2)[O:20]1. The yield is 0.810. (2) The reactants are [CH:1]1([NH2:7])[CH2:6][CH2:5][CH2:4][CH2:3][CH2:2]1.[C:8]([O:12][CH3:13])(=[O:11])[CH:9]=[CH2:10]. The catalyst is C1COCC1. The product is [CH3:13][O:12][C:8](=[O:11])[CH2:9][CH2:10][NH:7][CH:1]1[CH2:6][CH2:5][CH2:4][CH2:3][CH2:2]1. The yield is 0.740. (3) The yield is 0.480. The reactants are Br[C:2]1[C:3](=[O:10])[N:4]([CH3:9])[CH:5]=[C:6]([Br:8])[CH:7]=1.[N:11]1[C:16]([NH2:17])=[CH:15][CH:14]=[CH:13][C:12]=1[NH2:18].CC1(C)C2C(=C(P(C3C=CC=CC=3)C3C=CC=CC=3)C=CC=2)OC2C(P(C3C=CC=CC=3)C3C=CC=CC=3)=CC=CC1=2.C(=O)([O-])[O-].[Cs+].[Cs+]. The catalyst is C1C=CC(/C=C/C(/C=C/C2C=CC=CC=2)=O)=CC=1.C1C=CC(/C=C/C(/C=C/C2C=CC=CC=2)=O)=CC=1.C1C=CC(/C=C/C(/C=C/C2C=CC=CC=2)=O)=CC=1.[Pd].[Pd].O1CCOCC1. The product is [NH2:18][C:12]1[N:11]=[C:16]([NH:17][C:2]2[C:3](=[O:10])[N:4]([CH3:9])[CH:5]=[C:6]([Br:8])[CH:7]=2)[CH:15]=[CH:14][CH:13]=1.